This data is from Peptide-MHC class I binding affinity with 185,985 pairs from IEDB/IMGT. The task is: Regression. Given a peptide amino acid sequence and an MHC pseudo amino acid sequence, predict their binding affinity value. This is MHC class I binding data. The peptide sequence is AVNAATYNR. The MHC is HLA-B08:03 with pseudo-sequence HLA-B08:03. The binding affinity (normalized) is 0.0847.